From a dataset of Forward reaction prediction with 1.9M reactions from USPTO patents (1976-2016). Predict the product of the given reaction. (1) Given the reactants [C:1]1([S:7]([N:10]2[C:14]3=[N:15][CH:16]=[C:17]([C:19]#[C:20][CH2:21][O:22][CH3:23])[CH:18]=[C:13]3[CH:12]=[C:11]2[C:24](=[O:31])[CH2:25][CH:26]2[CH2:30][CH2:29][CH2:28][CH2:27]2)(=[O:9])=[O:8])[CH:6]=[CH:5][CH:4]=[CH:3][CH:2]=1.C[Si]([N-][Si](C)(C)C)(C)C.[Li+].[C:42]1([CH3:62])[CH:47]=[CH:46][C:45]([S:48](O[S:48]([C:45]2[CH:46]=[CH:47][C:42]([CH3:62])=[CH:43][CH:44]=2)(=[O:50])=[O:49])(=[O:50])=[O:49])=[CH:44][CH:43]=1, predict the reaction product. The product is: [C:1]1([S:7]([N:10]2[C:14]3=[N:15][CH:16]=[C:17]([C:19]#[C:20][CH2:21][O:22][CH3:23])[CH:18]=[C:13]3[CH:12]=[C:11]2[C:24]([O:31][S:48]([C:45]2[CH:46]=[CH:47][C:42]([CH3:62])=[CH:43][CH:44]=2)(=[O:50])=[O:49])=[CH:25][CH:26]2[CH2:27][CH2:28][CH2:29][CH2:30]2)(=[O:9])=[O:8])[CH:2]=[CH:3][CH:4]=[CH:5][CH:6]=1. (2) Given the reactants [CH3:1][O:2][C:3]1[N:8]=[CH:7][C:6]([NH2:9])=[CH:5][CH:4]=1.[CH3:10][C:11]1[C:12]([S:17](Cl)(=[O:19])=[O:18])=[N:13][CH:14]=[CH:15][CH:16]=1, predict the reaction product. The product is: [CH3:1][O:2][C:3]1[N:8]=[CH:7][C:6]([NH:9][S:17]([C:12]2[C:11]([CH3:10])=[CH:16][CH:15]=[CH:14][N:13]=2)(=[O:19])=[O:18])=[CH:5][CH:4]=1. (3) Given the reactants [Br:1][C:2]1[CH:7]=[CH:6][C:5]([C:8]2[O:12][N:11]=[C:10]([CH3:13])[C:9]=2[C:14]([NH:16][NH2:17])=[O:15])=[CH:4][CH:3]=1.[C:18]1([CH2:24][C:25](Cl)=O)[CH:23]=[CH:22][CH:21]=[CH:20][CH:19]=1, predict the reaction product. The product is: [CH2:24]([C:25]1[O:15][C:14]([C:9]2[C:10]([CH3:13])=[N:11][O:12][C:8]=2[C:5]2[CH:6]=[CH:7][C:2]([Br:1])=[CH:3][CH:4]=2)=[N:16][N:17]=1)[C:18]1[CH:23]=[CH:22][CH:21]=[CH:20][CH:19]=1. (4) Given the reactants Cl.[CH3:2][NH:3][O:4][CH3:5].C(N(CC)CC)C.O.[CH:14]1([C:20](Cl)=[O:21])[CH2:19][CH2:18][CH2:17][CH2:16][CH2:15]1, predict the reaction product. The product is: [CH3:2][N:3]([O:4][CH3:5])[C:20]([CH:14]1[CH2:19][CH2:18][CH2:17][CH2:16][CH2:15]1)=[O:21]. (5) Given the reactants Cl.[NH2:2][CH2:3][C:4](=[O:52])[CH2:5][C:6]1[CH:11]=[C:10]([C@H:12]2[C@H:17]([O:18][CH2:19][C:20]3[CH:25]=[CH:24][CH:23]=[CH:22][CH:21]=3)[C@@H:16]([O:26][CH2:27][C:28]3[CH:33]=[CH:32][CH:31]=[CH:30][CH:29]=3)[C@H:15]([O:34][CH2:35][C:36]3[CH:41]=[CH:40][CH:39]=[CH:38][CH:37]=3)[C@@H:14]([CH2:42][O:43][CH2:44][C:45]3[CH:50]=[CH:49][CH:48]=[CH:47][CH:46]=3)[O:13]2)[CH:9]=[CH:8][C:7]=1[Cl:51].[C:53](O)(=[O:60])[C:54]1[CH:59]=[CH:58][CH:57]=[CH:56][CH:55]=1.CCN=C=NCCCN(C)C.C1C=CC2N(O)N=NC=2C=1.CN1CCOCC1.Cl, predict the reaction product. The product is: [Cl:51][C:7]1[CH:8]=[CH:9][C:10]([C@H:12]2[C@H:17]([O:18][CH2:19][C:20]3[CH:21]=[CH:22][CH:23]=[CH:24][CH:25]=3)[C@@H:16]([O:26][CH2:27][C:28]3[CH:33]=[CH:32][CH:31]=[CH:30][CH:29]=3)[C@H:15]([O:34][CH2:35][C:36]3[CH:37]=[CH:38][CH:39]=[CH:40][CH:41]=3)[C@@H:14]([CH2:42][O:43][CH2:44][C:45]3[CH:46]=[CH:47][CH:48]=[CH:49][CH:50]=3)[O:13]2)=[CH:11][C:6]=1[CH2:5][C:4](=[O:52])[CH2:3][NH:2][C:53](=[O:60])[C:54]1[CH:59]=[CH:58][CH:57]=[CH:56][CH:55]=1. (6) Given the reactants [NH2:1][C:2]1[C:10]2[C:5](=[CH:6][C:7]([CH:11]3[O:16][CH2:15][CH2:14][N:13]([C:17]([O:19][C:20]([CH3:23])([CH3:22])[CH3:21])=[O:18])[CH2:12]3)=[CH:8][CH:9]=2)[NH:4][N:3]=1.[F:24][C:25]1[CH:33]=[CH:32][C:28]([C:29](Cl)=[O:30])=[CH:27][CH:26]=1, predict the reaction product. The product is: [F:24][C:25]1[CH:33]=[CH:32][C:28]([C:29]([NH:1][C:2]2[C:10]3[C:5](=[CH:6][C:7]([CH:11]4[O:16][CH2:15][CH2:14][N:13]([C:17]([O:19][C:20]([CH3:23])([CH3:22])[CH3:21])=[O:18])[CH2:12]4)=[CH:8][CH:9]=3)[NH:4][N:3]=2)=[O:30])=[CH:27][CH:26]=1.